This data is from Forward reaction prediction with 1.9M reactions from USPTO patents (1976-2016). The task is: Predict the product of the given reaction. (1) Given the reactants ClC1C(N[S:13]([C:16]2[CH:25]=[CH:24][C:19]([C:20]([O:22][CH3:23])=[O:21])=[CH:18][CH:17]=2)(=[O:15])=[O:14])=NC=C(C(F)(F)F)C=1.[C:26]1([C@H:32]([NH2:34])[CH3:33])[CH:31]=[CH:30][CH:29]=[CH:28][CH:27]=1, predict the reaction product. The product is: [C:26]1([C@H:32]([NH:34][S:13]([C:16]2[CH:17]=[CH:18][C:19]([C:20]([O:22][CH3:23])=[O:21])=[CH:24][CH:25]=2)(=[O:15])=[O:14])[CH3:33])[CH:31]=[CH:30][CH:29]=[CH:28][CH:27]=1. (2) Given the reactants C(CC[O:5][C:6]([C:8]1[CH:9]([C:23]2[CH:28]=[CH:27][CH:26]=[C:25]([Cl:29])[CH:24]=2)[C:10]([C:20](O)=[O:21])=[C:11]([CH2:15][O:16][CH2:17]CCl)[NH:12][C:13]=1[CH3:14])=[O:7])#N.C[CH2:31][N:32]=C=NCCCN(C)C.Cl.[C:42]1([CH:48]([C:52]2[CH:57]=[CH:56][CH:55]=[CH:54][CH:53]=2)[CH2:49][CH2:50][NH2:51])[CH:47]=[CH:46][CH:45]=[CH:44][CH:43]=1, predict the reaction product. The product is: [NH2:32][CH2:31][CH2:17][O:16][CH2:15][C:11]1[N:12]=[C:13]([CH3:14])[C:8]([C:6]([OH:5])=[O:7])=[C:9]([C:23]2[CH:28]=[CH:27][CH:26]=[C:25]([Cl:29])[CH:24]=2)[C:10]=1[C:20](=[O:21])[NH:51][CH2:50][CH2:49][CH:48]([C:42]1[CH:43]=[CH:44][CH:45]=[CH:46][CH:47]=1)[C:52]1[CH:53]=[CH:54][CH:55]=[CH:56][CH:57]=1. (3) Given the reactants [CH2:1]([O:8][C:9]([NH:11][C@@H:12]([CH2:21][CH3:22])[CH:13]([OH:20])[CH2:14][C:15]([O:17][CH2:18][CH3:19])=[O:16])=[O:10])[C:2]1[CH:7]=[CH:6][CH:5]=[CH:4][CH:3]=1.N1C(C)=CC=CC=1C.FC(F)(F)S(O)(=O)=O.[C:39]([SiH:43]([CH3:45])[CH3:44])([CH3:42])([CH3:41])[CH3:40].O, predict the reaction product. The product is: [CH2:1]([O:8][C:9]([NH:11][C@@H:12]([CH2:21][CH3:22])[CH:13]([O:20][Si:43]([C:39]([CH3:42])([CH3:41])[CH3:40])([CH3:45])[CH3:44])[CH2:14][C:15]([O:17][CH2:18][CH3:19])=[O:16])=[O:10])[C:2]1[CH:3]=[CH:4][CH:5]=[CH:6][CH:7]=1. (4) Given the reactants Cl[C:2]1[CH:7]=[C:6]([C:8]2[CH:13]=[CH:12][CH:11]=[C:10]([CH3:14])[C:9]=2[CH3:15])[N:5]=[C:4]([NH2:16])[N:3]=1.[CH3:17][C:18]1[NH:22][N:21]=[C:20]([CH2:23][CH2:24][NH2:25])[N:19]=1.C(N(CC)CC)C.CO, predict the reaction product. The product is: [CH3:15][C:9]1[C:10]([CH3:14])=[CH:11][CH:12]=[CH:13][C:8]=1[C:6]1[N:5]=[C:4]([NH2:16])[N:3]=[C:2]([NH:25][CH2:24][CH2:23][C:20]2[N:19]=[C:18]([CH3:17])[NH:22][N:21]=2)[CH:7]=1. (5) Given the reactants Cl[CH2:2][C:3]1[CH:4]=[C:5]([CH:27]=[CH:28][N:29]=1)[C:6]([NH:8][C:9]1[S:10][C:11]2[C:17]([CH:18]3[CH2:24][O:23][CH2:22][CH2:21][O:20][CH2:19]3)=[CH:16][CH:15]=[C:14]([O:25][CH3:26])[C:12]=2[N:13]=1)=[O:7].COCCNC.COCCN(CC1C=C(C=CN=1)C(NC1S[C:51]2[C:57]([N:58]3[CH2:63][CH2:62]OCC3)=CC=C(OC)C=2N=1)=O)C, predict the reaction product. The product is: [O:23]1[CH2:24][CH:18]([C:17]2[C:11]3[S:10][C:9]([NH:8][C:6](=[O:7])[C:5]4[CH:27]=[CH:28][N:29]=[C:3]([CH2:2][N:58]5[CH2:57][CH2:51][CH2:62][CH2:63]5)[CH:4]=4)=[N:13][C:12]=3[C:14]([O:25][CH3:26])=[CH:15][CH:16]=2)[CH2:19][O:20][CH2:21][CH2:22]1. (6) Given the reactants [CH3:1][O:2][CH:3]([O:15][CH3:16])[C:4]1[CH:9]=[CH:8][C:7]([CH2:10][CH3:11])=[C:6]([N+:12]([O-])=O)[CH:5]=1, predict the reaction product. The product is: [CH3:1][O:2][CH:3]([O:15][CH3:16])[C:4]1[CH:9]=[CH:8][C:7]([CH2:10][CH3:11])=[C:6]([CH:5]=1)[NH2:12].